From a dataset of Full USPTO retrosynthesis dataset with 1.9M reactions from patents (1976-2016). Predict the reactants needed to synthesize the given product. (1) The reactants are: [Si:1]([O:8][CH2:9][C:10]1[N:11]([CH3:26])[C:12]2[C:17]([CH:18]=1)=[CH:16][C:15]([CH:19]=[O:20])=[C:14]([O:21][CH2:22][C:23]([CH3:25])=[CH2:24])[CH:13]=2)([C:4]([CH3:7])([CH3:6])[CH3:5])([CH3:3])[CH3:2].[CH:27]([Mg]Br)=[CH2:28].[NH4+].[Cl-].O. Given the product [Si:1]([O:8][CH2:9][C:10]1[N:11]([CH3:26])[C:12]2[C:17]([CH:18]=1)=[CH:16][C:15]([CH:19]([OH:20])[CH:27]=[CH2:28])=[C:14]([O:21][CH2:22][C:23]([CH3:25])=[CH2:24])[CH:13]=2)([C:4]([CH3:7])([CH3:6])[CH3:5])([CH3:3])[CH3:2], predict the reactants needed to synthesize it. (2) Given the product [F:18][CH:17]([F:19])[C:9]1[N:8]([C:6]2[N:7]=[C:2]([N:35]3[CH2:36][CH2:37][N:32]([CH2:26][CH2:27][CH2:28][CH2:29][CH2:30][CH3:31])[CH2:33][CH2:34]3)[N:3]=[C:4]([N:20]3[CH2:25][CH2:24][O:23][CH2:22][CH2:21]3)[N:5]=2)[C:12]2[CH:13]=[CH:14][CH:15]=[CH:16][C:11]=2[N:10]=1, predict the reactants needed to synthesize it. The reactants are: Cl[C:2]1[N:7]=[C:6]([N:8]2[C:12]3[CH:13]=[CH:14][CH:15]=[CH:16][C:11]=3[N:10]=[C:9]2[CH:17]([F:19])[F:18])[N:5]=[C:4]([N:20]2[CH2:25][CH2:24][O:23][CH2:22][CH2:21]2)[N:3]=1.[CH2:26]([N:32]1[CH2:37][CH2:36][NH:35][CH2:34][CH2:33]1)[CH2:27][CH2:28][CH2:29][CH2:30][CH3:31]. (3) Given the product [OH:7][C:8]1[CH:9]=[C:10]2[C:11](=[CH:15][CH:16]=1)[C:12](=[O:13])[NH:5][C:17]2=[O:19], predict the reactants needed to synthesize it. The reactants are: C(=O)([O-])[O-].[NH4+:5].[NH4+].[OH:7][C:8]1[CH:9]=[C:10]([C:17]([OH:19])=O)[C:11](=[CH:15][CH:16]=1)[C:12](O)=[O:13]. (4) Given the product [CH:1]1([N:4]2[C:8]([C:9]([O:11][CH2:12][CH3:13])=[O:10])=[C:7]([C:14]([O:16][CH2:17][CH3:18])=[O:15])[N:6]=[CH:5]2)[CH2:2][CH2:3]1, predict the reactants needed to synthesize it. The reactants are: [CH:1]1([N:4]2[C:8]([C:9]([O:11][CH2:12][CH3:13])=[O:10])=[C:7]([C:14]([O:16][CH2:17][CH3:18])=[O:15])[NH:6][C:5]2=S)[CH2:3][CH2:2]1.OO. (5) The reactants are: BrCC1N=C(C2C=CC=C(OC(F)F)C=2)C(OCC)=NC=1.Br[C:23]1[C:24]([O:31][CH3:32])=[N:25][CH:26]=[C:27]([CH:30]=1)[CH:28]=[O:29].[Cl:33][C:34]1[CH:35]=[C:36](B(O)O)[CH:37]=[CH:38][CH:39]=1. Given the product [Cl:33][C:34]1[CH:39]=[C:38]([C:23]2[C:24]([O:31][CH3:32])=[N:25][CH:26]=[C:27]([CH:30]=2)[CH:28]=[O:29])[CH:37]=[CH:36][CH:35]=1, predict the reactants needed to synthesize it. (6) Given the product [Br:29][C:26]1[O:25][C:24]([C:11]2[N:12]([CH2:16][CH2:17][CH2:22][CH2:23][CH2:24][CH2:11][CH2:10][CH2:14][CH2:13][CH2:67][CH2:72][CH2:71][CH2:70][CH2:69][CH2:68][CH3:73])[C:13](=[O:15])[C:14]3[C:10]=2[C:9](=[O:30])[N:8]([CH2:31][CH2:41][CH2:45][CH2:44][CH2:43][CH2:2][CH2:3][CH2:4][CH2:5][CH2:7][CH2:84][CH2:85][CH2:86][CH2:87][CH2:88][CH3:83])[C:7]=3[C:5]2[O:6][C:2]([Br:1])=[CH:3][CH:4]=2)=[CH:28][CH:27]=1, predict the reactants needed to synthesize it. The reactants are: [Br:1][C:2]1[O:6][C:5]([C:7]2[N:8]([CH2:31]C(CC)CCCC)[C:9](=[O:30])[C:10]3[C:14]=2[C:13](=[O:15])[N:12]([CH2:16][CH:17]([CH2:22][CH3:23])CCCC)[C:11]=3[C:24]2[O:25][C:26]([Br:29])=[CH:27][CH:28]=2)=[CH:4][CH:3]=1.C[Sn](C)(C)[C:41]1S[C:43]([Sn](C)(C)C)=[CH:44][CH:45]=1.[CH3:73][C:68]1[CH:69]=[CH:70][CH:71]=[CH:72][C:67]=1P([C:67]1[CH:72]=[CH:71][CH:70]=[CH:69][C:68]=1[CH3:73])[C:67]1[CH:72]=[CH:71][CH:70]=[CH:69][C:68]=1[CH3:73].N#N.C(N(CC)C(N=N[C:83]1[CH:88]=[CH:87][CH:86]=[CH:85][CH:84]=1)=S)C. (7) Given the product [Br:3][C:4]1[CH:9]=[CH:8][CH:7]=[CH:6][C:5]=1[S:10][C:12]1[C:13]2[C:18]([N:19]=[C:20]3[C:25]=1[CH:24]=[CH:23][CH:22]=[CH:21]3)=[CH:17][CH:16]=[CH:15][CH:14]=2, predict the reactants needed to synthesize it. The reactants are: [H-].[Na+].[Br:3][C:4]1[CH:9]=[CH:8][CH:7]=[CH:6][C:5]=1[SH:10].Cl[C:12]1[C:13]2[C:18]([N:19]=[C:20]3[C:25]=1[CH:24]=[CH:23][CH:22]=[CH:21]3)=[CH:17][CH:16]=[CH:15][CH:14]=2.